Predict the reactants needed to synthesize the given product. From a dataset of Full USPTO retrosynthesis dataset with 1.9M reactions from patents (1976-2016). (1) Given the product [F:29][C:30]([F:35])([F:34])[C:31]([OH:33])=[O:32].[Cl:1][C:2]1[CH:7]=[C:6]([Cl:8])[CH:5]=[CH:4][C:3]=1[C:9]1[N:14]=[C:13]([S:15][CH2:16][CH2:17][NH2:18])[N:12]2[CH:26]=[CH:27][N:28]=[C:11]2[CH:10]=1, predict the reactants needed to synthesize it. The reactants are: [Cl:1][C:2]1[CH:7]=[C:6]([Cl:8])[CH:5]=[CH:4][C:3]=1[C:9]1[N:14]=[C:13]([S:15][CH2:16][CH2:17][NH:18]C(=O)OC(C)(C)C)[N:12]2[CH:26]=[CH:27][N:28]=[C:11]2[CH:10]=1.[F:29][C:30]([F:35])([F:34])[C:31]([OH:33])=[O:32].ClC1C=C(Cl)C=CC=1C1N=C(NCCS)N2C=CN=C2C=1. (2) Given the product [Br:9][C:10]1[CH:18]=[CH:17][C:13]([C:14]([NH:19][C:4]2[C:3](=[O:8])[NH:2][CH:7]=[CH:6][CH:5]=2)=[O:15])=[CH:12][CH:11]=1, predict the reactants needed to synthesize it. The reactants are: N[N:2]1[CH:7]=[CH:6][CH:5]=[CH:4][C:3]1=[O:8].[Br:9][C:10]1[CH:18]=[CH:17][C:13]([C:14](Cl)=[O:15])=[CH:12][CH:11]=1.[N:19]1C=CC=CC=1. (3) Given the product [Br:1][C:2]1[N:3]=[CH:4][C:5]([C:18]([OH:17])([CH3:19])[CH3:12])=[N:6][CH:7]=1, predict the reactants needed to synthesize it. The reactants are: [Br:1][C:2]1[N:3]=[CH:4][C:5](C(OC)=O)=[N:6][CH:7]=1.[CH3:12][Mg]Br.C([O:17][CH2:18][CH3:19])C.Cl. (4) Given the product [Cl:1][C:2]1[CH:7]=[C:6]([C:8]2[CH:13]=[C:12]([CH3:14])[N:11]=[C:10]([S:19]([CH3:23])(=[O:21])=[O:18])[N:9]=2)[CH:5]=[CH:4][N:3]=1, predict the reactants needed to synthesize it. The reactants are: [Cl:1][C:2]1[CH:7]=[C:6]([C:8]2[CH:13]=[C:12]([CH3:14])[N:11]=[C:10](SC)[N:9]=2)[CH:5]=[CH:4][N:3]=1.O[O:18][S:19]([O-:21])=O.[K+].[CH3:23]O.O.